Dataset: Peptide-MHC class I binding affinity with 185,985 pairs from IEDB/IMGT. Task: Regression. Given a peptide amino acid sequence and an MHC pseudo amino acid sequence, predict their binding affinity value. This is MHC class I binding data. (1) The peptide sequence is CLSPVVAGL. The MHC is HLA-B18:01 with pseudo-sequence HLA-B18:01. The binding affinity (normalized) is 0.0847. (2) The peptide sequence is WTVNDIQKL. The MHC is HLA-B35:01 with pseudo-sequence HLA-B35:01. The binding affinity (normalized) is 0. (3) The peptide sequence is QTEENLLDF. The MHC is HLA-A29:02 with pseudo-sequence HLA-A29:02. The binding affinity (normalized) is 0.213. (4) The peptide sequence is KMYWITRSK. The MHC is HLA-A26:01 with pseudo-sequence HLA-A26:01. The binding affinity (normalized) is 0.0847. (5) The binding affinity (normalized) is 0.0847. The peptide sequence is RNEQGQTLW. The MHC is HLA-B44:02 with pseudo-sequence HLA-B44:02.